From a dataset of Full USPTO retrosynthesis dataset with 1.9M reactions from patents (1976-2016). Predict the reactants needed to synthesize the given product. (1) Given the product [CH:31]1([O:30][C:17]2[N:16]=[C:15]3[C:20]([N:21]=[CH:22][N:14]3[C@@H:7]3[O:12][C@H:11]([CH3:13])[C@H:9]([S:6][CH2:4][CH3:5])[C@H:8]3[OH:10])=[C:19]([NH2:23])[N:18]=2)[CH2:32][CH2:33][CH2:34][CH2:35]1, predict the reactants needed to synthesize it. The reactants are: C[O-].[Na+].[CH2:4]([SH:6])[CH3:5].[C@@H:7]1([N:14]2[CH:22]=[N:21][C:20]3[C:15]2=[N:16][C:17]([O:30][CH:31]2[CH2:35][CH2:34][CH2:33][CH2:32]2)=[N:18][C:19]=3[NH:23]C(=O)C(C)(C)C)[O:12][C@H:11]([CH3:13])[C@H:9]2[O:10][C@@H:8]12. (2) Given the product [CH3:23][C:19]1[CH:20]=[CH:21][CH:22]=[C:2]([CH3:1])[C:3]=1[CH2:4][O:5][C:6]1[CH:7]=[C:8]([CH2:9][OH:10])[CH:14]=[CH:15][C:16]=1[O:17][CH3:18], predict the reactants needed to synthesize it. The reactants are: [CH3:1][C:2]1[CH:22]=[CH:21][CH:20]=[C:19]([CH3:23])[C:3]=1[CH2:4][O:5][C:6]1[CH:7]=[C:8]([CH:14]=[CH:15][C:16]=1[O:17][CH3:18])[C:9](OCC)=[O:10].[H-].[H-].[H-].[H-].[Li+].[Al+3]. (3) Given the product [CH2:1]([CH:3]([CH2:9][CH3:10])[CH2:4][CH2:5][C:6]([Cl:14])=[O:7])[CH3:2], predict the reactants needed to synthesize it. The reactants are: [CH2:1]([CH:3]([CH2:9][CH3:10])[CH2:4][CH2:5][C:6](O)=[O:7])[CH3:2].C(Cl)(=O)C([Cl:14])=O. (4) Given the product [CH3:1][O:2][C:3](=[O:16])[C:4]1[CH:9]=[C:8]([O:10][C:24]2[CH:29]=[CH:28][CH:27]=[CH:26][C:25]=2[N+:30]([O-:32])=[O:31])[CH:7]=[CH:6][C:5]=1[NH:11][C:12](=[O:15])[CH2:13][CH3:14], predict the reactants needed to synthesize it. The reactants are: [CH3:1][O:2][C:3](=[O:16])[C:4]1[CH:9]=[C:8]([OH:10])[CH:7]=[CH:6][C:5]=1[NH:11][C:12](=[O:15])[CH2:13][CH3:14].C(=O)([O-])[O-].[K+].[K+].F[C:24]1[CH:29]=[CH:28][CH:27]=[CH:26][C:25]=1[N+:30]([O-:32])=[O:31].O.